From a dataset of Full USPTO retrosynthesis dataset with 1.9M reactions from patents (1976-2016). Predict the reactants needed to synthesize the given product. (1) Given the product [Cl:24][C:13]1[CH:14]=[N:15][C:16]2[C:21]([C:12]=1[CH2:9][CH:10]([OH:5])[CH2:25][OH:26])=[N:20][C:19]([O:22][CH3:23])=[CH:18][CH:17]=2, predict the reactants needed to synthesize it. The reactants are: C[N+]1([O-])CC[O:5]CC1.[CH2:9]([C:12]1[C:13]([Cl:24])=[CH:14][N:15]=[C:16]2[C:21]=1[N:20]=[C:19]([O:22][CH3:23])[CH:18]=[CH:17]2)[CH:10]=C.[CH3:25][OH:26]. (2) Given the product [I:13][C:11]1[CH:10]=[CH:9][C:6]2[O:7][CH2:8][C:2](=[O:25])[C:3]3[N:4]([N:14]=[C:15]([C:17]([O:19][CH2:20][CH3:21])=[O:18])[CH:16]=3)[C:5]=2[CH:12]=1, predict the reactants needed to synthesize it. The reactants are: Br[C:2]1(Br)[CH2:8][O:7][C:6]2[CH:9]=[CH:10][C:11]([I:13])=[CH:12][C:5]=2[N:4]2[N:14]=[C:15]([C:17]([O:19][CH2:20][CH3:21])=[O:18])[CH:16]=[C:3]12.CC(C)=[O:25]. (3) Given the product [N:25]1([C:22]2[CH:23]=[CH:24][C:19]([NH:18][C:16](=[O:17])[NH:15][C:12]3[CH:13]=[CH:14][C:9]([O:8][C:4]4[N:5]=[CH:6][N:7]=[C:2]([NH:37][C:36](=[O:38])[CH3:35])[CH:3]=4)=[CH:10][CH:11]=3)=[CH:20][C:21]=2[C:31]([F:34])([F:33])[F:32])[CH2:30][CH2:29][O:28][CH2:27][CH2:26]1, predict the reactants needed to synthesize it. The reactants are: Cl[C:2]1[N:7]=[CH:6][N:5]=[C:4]([O:8][C:9]2[CH:14]=[CH:13][C:12]([NH:15][C:16]([NH:18][C:19]3[CH:24]=[CH:23][C:22]([N:25]4[CH2:30][CH2:29][O:28][CH2:27][CH2:26]4)=[C:21]([C:31]([F:34])([F:33])[F:32])[CH:20]=3)=[O:17])=[CH:11][CH:10]=2)[CH:3]=1.[CH3:35][C:36]#[N:37].[OH2:38]. (4) Given the product [CH2:22]([S:29][CH:30]([CH2:46][CH2:47][C:48]1[CH:49]=[CH:50][CH:51]=[CH:52][CH:53]=1)[CH:31]([CH2:37][S:38][CH2:39][C:40]1[CH:41]=[CH:42][CH:43]=[CH:44][CH:45]=1)[NH2:32])[C:23]1[CH:24]=[CH:25][CH:26]=[CH:27][CH:28]=1, predict the reactants needed to synthesize it. The reactants are: C1(C)C=CC=CC=1.[H-].[Li+].COCCO[Al+]OCCOC.[H-].[CH2:22]([S:29][CH:30]([CH2:46][CH2:47][C:48]1[CH:53]=[CH:52][CH:51]=[CH:50][CH:49]=1)[CH:31]([CH2:37][S:38][CH2:39][C:40]1[CH:45]=[CH:44][CH:43]=[CH:42][CH:41]=1)[NH:32]S(C)(=O)=O)[C:23]1[CH:28]=[CH:27][CH:26]=[CH:25][CH:24]=1.[OH-].[Na+]. (5) Given the product [CH2:3]([O:5][C:6]1[N:11]=[C:10]([CH2:12][OH:13])[CH:9]=[CH:8][CH:7]=1)[CH3:4], predict the reactants needed to synthesize it. The reactants are: [BH4-].[Na+].[CH2:3]([O:5][C:6]1[N:11]=[C:10]([C:12](OCC)=[O:13])[CH:9]=[CH:8][CH:7]=1)[CH3:4]. (6) Given the product [N:15]1[CH:16]=[CH:17][C:12]([N:2]2[C:3](=[O:9])[CH:4]3[CH2:7][CH2:8][CH:1]2[CH2:6][CH2:5]3)=[CH:13][CH:14]=1, predict the reactants needed to synthesize it. The reactants are: [CH:1]12[CH2:8][CH2:7][CH:4]([CH2:5][CH2:6]1)[C:3](=[O:9])[NH:2]2.Cl.Br[C:12]1[CH:17]=[CH:16][N:15]=[CH:14][CH:13]=1.C([O-])([O-])=O.[Cs+].[Cs+].CC1(C)C2C(=C(P(C3C=CC=CC=3)C3C=CC=CC=3)C=CC=2)OC2C(P(C3C=CC=CC=3)C3C=CC=CC=3)=CC=CC1=2. (7) Given the product [N:1]1[CH:6]=[CH:5][CH:4]=[CH:3][C:2]=1[C:7]1[O:8][C:9]2[CH2:14][CH2:13][N:12]([C:15]3[CH:22]=[N:19][CH:18]=[CH:17][CH:16]=3)[CH2:11][C:10]=2[N:23]=1, predict the reactants needed to synthesize it. The reactants are: [N:1]1[CH:6]=[CH:5][CH:4]=[CH:3][C:2]=1[C:7]1[O:8][C:9]2[CH2:14][CH2:13][N:12]([C:15]3[CH:16]=[C:17](C=C[CH:22]=3)[C:18]#[N:19])[CH2:11][C:10]=2[N:23]=1.BrC1C=C(C=CC=1)C#N. (8) Given the product [CH3:1][C:2]1[CH:8]=[CH:7][C:5]([NH:6][C:23](=[O:24])[C:22]2[CH:26]=[CH:27][CH:28]=[C:20]([C:19]([F:18])([F:29])[F:30])[CH:21]=2)=[CH:4][C:3]=1[B:9]1[O:10][C:11]([CH3:17])([CH3:16])[C:12]([CH3:15])([CH3:14])[O:13]1, predict the reactants needed to synthesize it. The reactants are: [CH3:1][C:2]1[CH:8]=[CH:7][C:5]([NH2:6])=[CH:4][C:3]=1[B:9]1[O:13][C:12]([CH3:15])([CH3:14])[C:11]([CH3:17])([CH3:16])[O:10]1.[F:18][C:19]([F:30])([F:29])[C:20]1[CH:21]=[C:22]([CH:26]=[CH:27][CH:28]=1)[C:23](Cl)=[O:24].